This data is from NCI-60 drug combinations with 297,098 pairs across 59 cell lines. The task is: Regression. Given two drug SMILES strings and cell line genomic features, predict the synergy score measuring deviation from expected non-interaction effect. (1) Drug 1: CC1C(C(CC(O1)OC2CC(OC(C2O)C)OC3=CC4=CC5=C(C(=O)C(C(C5)C(C(=O)C(C(C)O)O)OC)OC6CC(C(C(O6)C)O)OC7CC(C(C(O7)C)O)OC8CC(C(C(O8)C)O)(C)O)C(=C4C(=C3C)O)O)O)O. Drug 2: CCCCC(=O)OCC(=O)C1(CC(C2=C(C1)C(=C3C(=C2O)C(=O)C4=C(C3=O)C=CC=C4OC)O)OC5CC(C(C(O5)C)O)NC(=O)C(F)(F)F)O. Cell line: SW-620. Synergy scores: CSS=66.3, Synergy_ZIP=6.27, Synergy_Bliss=3.35, Synergy_Loewe=-1.20, Synergy_HSA=5.28. (2) Drug 1: C(=O)(N)NO. Drug 2: CN(CC1=CN=C2C(=N1)C(=NC(=N2)N)N)C3=CC=C(C=C3)C(=O)NC(CCC(=O)O)C(=O)O. Cell line: NCIH23. Synergy scores: CSS=41.6, Synergy_ZIP=0.275, Synergy_Bliss=2.82, Synergy_Loewe=-33.4, Synergy_HSA=1.57. (3) Drug 1: C1CC(=O)NC(=O)C1N2CC3=C(C2=O)C=CC=C3N. Drug 2: CS(=O)(=O)CCNCC1=CC=C(O1)C2=CC3=C(C=C2)N=CN=C3NC4=CC(=C(C=C4)OCC5=CC(=CC=C5)F)Cl. Cell line: MDA-MB-231. Synergy scores: CSS=4.63, Synergy_ZIP=2.21, Synergy_Bliss=6.94, Synergy_Loewe=3.71, Synergy_HSA=3.82. (4) Synergy scores: CSS=40.0, Synergy_ZIP=-2.65, Synergy_Bliss=-0.0922, Synergy_Loewe=-25.9, Synergy_HSA=1.50. Cell line: CCRF-CEM. Drug 2: C1C(C(OC1N2C=NC3=C(N=C(N=C32)Cl)N)CO)O. Drug 1: CNC(=O)C1=CC=CC=C1SC2=CC3=C(C=C2)C(=NN3)C=CC4=CC=CC=N4. (5) Drug 1: CC1CCC2CC(C(=CC=CC=CC(CC(C(=O)C(C(C(=CC(C(=O)CC(OC(=O)C3CCCCN3C(=O)C(=O)C1(O2)O)C(C)CC4CCC(C(C4)OC)O)C)C)O)OC)C)C)C)OC. Drug 2: C1CNP(=O)(OC1)N(CCCl)CCCl. Cell line: LOX IMVI. Synergy scores: CSS=16.6, Synergy_ZIP=-0.930, Synergy_Bliss=3.83, Synergy_Loewe=-17.1, Synergy_HSA=2.31.